This data is from Reaction yield outcomes from USPTO patents with 853,638 reactions. The task is: Predict the reaction yield, written as a fraction of the theoretical maximum amount of product (1.0 means a 100% yield; for example, 0.34 means a 34% yield). (1) The reactants are C([O:8][CH2:9][C@@H:10]1[CH:14]([CH:15]([CH3:18])[CH2:16][OH:17])[O:13][C:12](=[O:19])[NH:11]1)C1C=CC=CC=1. The catalyst is CO.[Pd]. The product is [OH:8][CH2:9][C@@H:10]1[CH:14]([CH:15]([CH3:18])[CH2:16][OH:17])[O:13][C:12](=[O:19])[NH:11]1. The yield is 0.990. (2) The reactants are [CH2:1]([O:3][CH2:4][C:5](=O)[CH:6]([C:9]1[CH:14]=[CH:13][C:12]([CH3:15])=[CH:11][CH:10]=1)[C:7]#[N:8])[CH3:2].Cl.Cl.[NH2:19][NH2:20]. The catalyst is C(O)C. The product is [CH2:1]([O:3][CH2:4][C:5]1[C:6]([C:9]2[CH:14]=[CH:13][C:12]([CH3:15])=[CH:11][CH:10]=2)=[C:7]([NH2:8])[NH:20][N:19]=1)[CH3:2]. The yield is 0.900. (3) The reactants are [C:1]1([Mg]Br)[CH:6]=[CH:5][CH:4]=[CH:3][CH:2]=1.[C:9]1([C:15]2[CH:16]=[CH:17][C:18](=[O:21])[NH:19][N:20]=2)[CH:14]=[CH:13][CH:12]=[CH:11][CH:10]=1.[Cl-].[NH4+]. The catalyst is C1COCC1.C1(C)C=CC=CC=1. The product is [C:9]1([C:15]2[CH2:16][CH:17]([C:1]3[CH:6]=[CH:5][CH:4]=[CH:3][CH:2]=3)[C:18](=[O:21])[NH:19][N:20]=2)[CH:10]=[CH:11][CH:12]=[CH:13][CH:14]=1. The yield is 0.500. (4) The reactants are [CH3:1][NH2:2].[Cl:3][C:4]1[CH:35]=[CH:34][C:7]([CH2:8][N:9]2[C:17]3[C:12](=[CH:13][C:14]([CH:18]=O)=[CH:15][CH:16]=3)[C:11]([C:20](=[O:32])[C:21]([NH:23][C:24]3[CH:29]=[CH:28][N:27]=[C:26]([O:30][CH3:31])[CH:25]=3)=[O:22])=[C:10]2[CH3:33])=[CH:6][CH:5]=1.C(O[BH-](OC(=O)C)OC(=O)C)(=O)C.[Na+].C(OCC)(=O)C. The catalyst is O1CCCC1.ClCCCl. The product is [Cl:3][C:4]1[CH:35]=[CH:34][C:7]([CH2:8][N:9]2[C:17]3[C:12](=[CH:13][C:14]([CH2:18][NH:2][CH3:1])=[CH:15][CH:16]=3)[C:11]([C:20](=[O:32])[C:21]([NH:23][C:24]3[CH:29]=[CH:28][N:27]=[C:26]([O:30][CH3:31])[CH:25]=3)=[O:22])=[C:10]2[CH3:33])=[CH:6][CH:5]=1. The yield is 0.270. (5) The reactants are [O:1]=[C:2]1[CH2:6][CH2:5][CH2:4][N:3]1[CH2:7][C:8]1[C:9]([C:21]2[CH:26]=[CH:25][CH:24]=[CH:23][CH:22]=2)=[N:10][C:11]2[C:16]([C:17]=1[C:18](O)=[O:19])=[CH:15][CH:14]=[CH:13][CH:12]=2.C(N(C(C)C)CC)(C)C.Cl.[CH:37]1([C@H:40]([NH2:48])[C:41]2[CH:46]=[CH:45][CH:44]=[C:43]([F:47])[CH:42]=2)[CH2:39][CH2:38]1. The catalyst is CN(C=O)C. The product is [CH:37]1([C@@H:40]([C:41]2[CH:46]=[CH:45][CH:44]=[C:43]([F:47])[CH:42]=2)[NH:48][C:18]([C:17]2[C:16]3[C:11](=[CH:12][CH:13]=[CH:14][CH:15]=3)[N:10]=[C:9]([C:21]3[CH:26]=[CH:25][CH:24]=[CH:23][CH:22]=3)[C:8]=2[CH2:7][N:3]2[CH2:4][CH2:5][CH2:6][C:2]2=[O:1])=[O:19])[CH2:38][CH2:39]1. The yield is 0.600. (6) The reactants are [Cl:1][C:2]1[C:3]2[N:4]([CH:27]=[N:28][CH:29]=2)[C:5]([N:14]2[CH2:19][CH2:18][N:17]([C:20]([O:22][C:23]([CH3:26])([CH3:25])[CH3:24])=[O:21])[CH2:16][CH2:15]2)=[C:6]([C:8](N(OC)C)=[O:9])[CH:7]=1.[CH3:30][Mg]Cl.Cl.O.C([O-])(O)=O.[Na+]. The catalyst is O1CCCC1. The product is [C:8]([C:6]1[CH:7]=[C:2]([Cl:1])[C:3]2[N:4]([CH:27]=[N:28][CH:29]=2)[C:5]=1[N:14]1[CH2:19][CH2:18][N:17]([C:20]([O:22][C:23]([CH3:25])([CH3:26])[CH3:24])=[O:21])[CH2:16][CH2:15]1)(=[O:9])[CH3:30]. The yield is 0.780. (7) The reactants are [CH2:1]([C:4]1[C:8]([CH2:9][CH2:10][CH2:11][OH:12])=[CH:7][N:6]([C:13]2[CH:18]=[CH:17][C:16]([C:19]([F:22])([F:21])[F:20])=[CH:15][N:14]=2)[N:5]=1)[CH2:2][CH3:3].O[C:24]1[CH:29]=[CH:28][C:27]([CH2:30][CH2:31][C:32]([O:34]C)=[O:33])=[C:26]([O:36][CH3:37])[CH:25]=1.C(P(CCCC)CCCC)CCC.N(C(N1CCCCC1)=O)=NC(N1CCCCC1)=O. The catalyst is O1CCCC1. The product is [CH3:37][O:36][C:26]1[CH:25]=[C:24]([O:12][CH2:11][CH2:10][CH2:9][C:8]2[C:4]([CH2:1][CH2:2][CH3:3])=[N:5][N:6]([C:13]3[CH:18]=[CH:17][C:16]([C:19]([F:21])([F:20])[F:22])=[CH:15][N:14]=3)[CH:7]=2)[CH:29]=[CH:28][C:27]=1[CH2:30][CH2:31][C:32]([OH:34])=[O:33]. The yield is 0.650. (8) The reactants are [Cl:1][C:2]1[C:11]2[CH2:10][CH2:9][CH:8]([CH:12]=[O:13])[CH2:7][C:6]=2[N:5]=[CH:4][N:3]=1.[CH3:14][Mg+].[Br-]. The catalyst is C1COCC1. The product is [Cl:1][C:2]1[C:11]2[CH2:10][CH2:9][CH:8]([CH:12]([OH:13])[CH3:14])[CH2:7][C:6]=2[N:5]=[CH:4][N:3]=1. The yield is 0.830. (9) The reactants are [CH3:1][O:2][C:3]1[CH:12]=[C:11]2[C:6]([CH2:7][CH2:8][CH2:9][C:10]2=O)=[CH:5][CH:4]=1.[C:14]([CH2:16]C(O)=O)#[N:15].C(O)(=O)CCCCCC.C(N)C1C=CC=CC=1. The catalyst is C1(C)C=CC=CC=1. The product is [CH3:1][O:2][C:3]1[CH:12]=[C:11]2[C:6]([CH2:7][CH2:8][CH:9]=[C:10]2[CH2:16][C:14]#[N:15])=[CH:5][CH:4]=1. The yield is 0.900. (10) The reactants are C([O:3][C:4](=[O:33])[CH2:5][CH:6]1[S:10][C:9]([C:11]2[NH:12][C:13]3[C:18]([CH:19]=2)=[CH:17][CH:16]=[CH:15][C:14]=3[N:20]([S:22]([C:25]2[CH:30]=[CH:29][CH:28]=[CH:27][C:26]=2[O:31][CH3:32])(=[O:24])=[O:23])[CH3:21])=[N:8][CH2:7]1)C.[OH-].[K+].C(O)(=O)CC(CC(O)=O)(C(O)=O)O. The catalyst is O1CCCC1.CO. The product is [CH3:32][O:31][C:26]1[CH:27]=[CH:28][CH:29]=[CH:30][C:25]=1[S:22]([N:20]([CH3:21])[C:14]1[CH:15]=[CH:16][CH:17]=[C:18]2[C:13]=1[NH:12][C:11]([C:9]1[S:10][CH:6]([CH2:5][C:4]([OH:33])=[O:3])[CH2:7][N:8]=1)=[CH:19]2)(=[O:23])=[O:24]. The yield is 0.780.